This data is from Forward reaction prediction with 1.9M reactions from USPTO patents (1976-2016). The task is: Predict the product of the given reaction. (1) Given the reactants [Cl:1][C:2]1[N:7]=[C:6]([NH:8][C@H:9]([C:11]2[CH:16]=[CH:15][C:14]([F:17])=[CH:13][CH:12]=2)[CH3:10])[CH:5]=[C:4]([C:18]2[CH:19]=[N:20][N:21]([CH3:23])[CH:22]=2)[CH:3]=1.[H-].[Na+].[CH3:26]I.O, predict the reaction product. The product is: [Cl:1][C:2]1[N:7]=[C:6]([N:8]([C@H:9]([C:11]2[CH:16]=[CH:15][C:14]([F:17])=[CH:13][CH:12]=2)[CH3:10])[CH3:26])[CH:5]=[C:4]([C:18]2[CH:19]=[N:20][N:21]([CH3:23])[CH:22]=2)[CH:3]=1. (2) Given the reactants ClC(Cl)(Cl)CO[C:5]([NH:7][C:8]1[N:12]([C:13]2[CH:18]=[CH:17][C:16]([CH3:19])=[CH:15][CH:14]=2)[N:11]=[C:10]([C:20]([CH3:23])([CH3:22])[CH3:21])[CH:9]=1)=[O:6].[NH2:26][C:27]1[C:36]2[C:31](=[CH:32][CH:33]=[CH:34][CH:35]=2)[C:30]([C:37]2[O:38][C:39]([CH2:42][N:43]3[CH2:48][CH2:47][O:46][CH2:45][CH2:44]3)=[CH:40][CH:41]=2)=[CH:29][CH:28]=1.C(N(C(C)C)CC)(C)C.CS(C)=O, predict the reaction product. The product is: [C:20]([C:10]1[CH:9]=[C:8]([NH:7][C:5]([NH:26][C:27]2[C:36]3[C:31](=[CH:32][CH:33]=[CH:34][CH:35]=3)[C:30]([C:37]3[O:38][C:39]([CH2:42][N:43]4[CH2:44][CH2:45][O:46][CH2:47][CH2:48]4)=[CH:40][CH:41]=3)=[CH:29][CH:28]=2)=[O:6])[N:12]([C:13]2[CH:18]=[CH:17][C:16]([CH3:19])=[CH:15][CH:14]=2)[N:11]=1)([CH3:21])([CH3:23])[CH3:22].